Dataset: Peptide-MHC class II binding affinity with 134,281 pairs from IEDB. Task: Regression. Given a peptide amino acid sequence and an MHC pseudo amino acid sequence, predict their binding affinity value. This is MHC class II binding data. (1) The peptide sequence is DYVLLGVAAAVVIGL. The MHC is HLA-DQA10101-DQB10501 with pseudo-sequence HLA-DQA10101-DQB10501. The binding affinity (normalized) is 0.267. (2) The peptide sequence is FEALGFLNEDHWASR. The MHC is HLA-DQA10303-DQB10402 with pseudo-sequence HLA-DQA10303-DQB10402. The binding affinity (normalized) is 0.229. (3) The peptide sequence is GDTMAEVELREHGSD. The MHC is HLA-DQA10101-DQB10501 with pseudo-sequence HLA-DQA10101-DQB10501. The binding affinity (normalized) is 0. (4) The peptide sequence is AAGVAAWSLIALMIP. The MHC is DRB1_0405 with pseudo-sequence DRB1_0405. The binding affinity (normalized) is 0.212. (5) The MHC is HLA-DQA10101-DQB10501 with pseudo-sequence HLA-DQA10101-DQB10501. The binding affinity (normalized) is 0.203. The peptide sequence is RSRPRRTTRRMDRRT. (6) The peptide sequence is GEVPSTEDLVNLLPAILSPG. The MHC is DRB1_1501 with pseudo-sequence DRB1_1501. The binding affinity (normalized) is 0.688. (7) The peptide sequence is LFAAFPSFAGLRPTF. The MHC is DRB5_0101 with pseudo-sequence DRB5_0101. The binding affinity (normalized) is 0.455.